From a dataset of Reaction yield outcomes from USPTO patents with 853,638 reactions. Predict the reaction yield, written as a fraction of the theoretical maximum amount of product (1.0 means a 100% yield; for example, 0.34 means a 34% yield). (1) The reactants are [CH:1]1([CH2:4][O:5][C:6]2[CH:7]=[CH:8][C:9]3[O:13][C:12]([CH:14]([NH:18][C:19]4[CH:20]=[CH:21][C:22]([C:25]([O:27]C)=[O:26])=[N:23][CH:24]=4)[CH:15]([CH3:17])[CH3:16])=[C:11]([CH3:29])[C:10]=3[CH:30]=2)[CH2:3][CH2:2]1.O1CCCC1.[OH-].[Na+]. The catalyst is C(O)C. The product is [CH:1]1([CH2:4][O:5][C:6]2[CH:7]=[CH:8][C:9]3[O:13][C:12]([CH:14]([NH:18][C:19]4[CH:20]=[CH:21][C:22]([C:25]([OH:27])=[O:26])=[N:23][CH:24]=4)[CH:15]([CH3:17])[CH3:16])=[C:11]([CH3:29])[C:10]=3[CH:30]=2)[CH2:3][CH2:2]1. The yield is 0.800. (2) No catalyst specified. The reactants are [F:1][C:2]1[CH:10]=[C:9]([O:11][C:12]([F:15])([F:14])[F:13])[CH:8]=[CH:7][C:3]=1C(O)=O.C1C=CC(P(N=[N+]=[N-])(C2C=CC=CC=2)=[O:23])=CC=1.CC[N:35]([CH2:38]C)CC.[CH3:40][C:41]([OH:44])([CH3:43])[CH3:42]. The product is [F:1][C:2]1[CH:10]=[C:9]([O:11][C:12]([F:13])([F:14])[F:15])[CH:8]=[CH:7][C:3]=1[NH:35][C:38](=[O:23])[O:44][C:41]([CH3:43])([CH3:42])[CH3:40]. The yield is 0.500. (3) The reactants are [O:1]=[S:2]1(=[O:13])[C:6]2[CH:7]=[CH:8][C:9]([CH2:11]O)=[CH:10][C:5]=2[CH2:4][CH2:3]1.P(Br)(Br)[Br:15].O. The yield is 0.880. The catalyst is C1(C)C=CC=CC=1. The product is [Br:15][CH2:11][C:9]1[CH:8]=[CH:7][C:6]2[S:2](=[O:13])(=[O:1])[CH2:3][CH2:4][C:5]=2[CH:10]=1. (4) The reactants are [Br:1][C:2]1[CH:7]=[CH:6][C:5]([F:8])=[CH:4][C:3]=1[OH:9].C(=O)([O-])[O-].[K+].[K+].[CH2:16](Br)[CH:17]=[CH2:18].C(C1C(C(F)(F)F)=CC=C(Cl)C=1O)C=C. No catalyst specified. The product is [CH2:18]([O:9][C:3]1[CH:4]=[C:5]([F:8])[CH:6]=[CH:7][C:2]=1[Br:1])[CH:17]=[CH2:16]. The yield is 0.990.